Task: Predict the reaction yield, written as a fraction of the theoretical maximum amount of product (1.0 means a 100% yield; for example, 0.34 means a 34% yield).. Dataset: Reaction yield outcomes from USPTO patents with 853,638 reactions (1) The reactants are [CH2:1]([C@H:3]1[C@@H:7]([C:8]2[N:12]3[C:13]4[CH:19]=[CH:18][NH:17][C:14]=4[N:15]=[CH:16][C:11]3=[N:10]N=2)[CH2:6][C@H:5]([CH2:20]C(OCC)=O)[CH2:4]1)[CH3:2].[Cl-].[Li+].[CH3:28][Mg]Br.[NH4+:31].[Cl-].[CH2:33]1[CH2:37][O:36]CC1. The catalyst is CCOCC.CCOC(C)=O. The product is [CH2:1]([C@H:3]1[C@@H:7]([C:8]2[N:12]3[C:13]4[CH:19]=[CH:18][NH:17][C:14]=4[N:15]=[CH:16][C:11]3=[N:10][N:31]=2)[CH2:6][C@H:5]([CH2:20][C:37]([CH3:33])([OH:36])[CH3:28])[CH2:4]1)[CH3:2]. The yield is 0.740. (2) The reactants are [BH4-:1].[Na+].C(=O)(O)[O-].[Na+].[CH2:8]([N:10]1[CH2:15][CH2:14][CH2:13][CH2:12][CH2:11]1)[CH3:9].O. The catalyst is C1COCC1.CC[N+](CC)(CC)CC.[Br-].CS(C)=O. The product is [CH2:8]([N:10]1[CH2:15][CH2:14][CH2:13][CH2:12][CH2:11]1)[CH3:9].[BH3:1]. The yield is 0.920. (3) The reactants are [CH3:1][O:2][C:3]([C:5]1[S:9][C:8]2[CH:10]=[C:11]([C:14](O)=[O:15])[CH:12]=[CH:13][C:7]=2[C:6]=1[O:17][CH2:18][C:19]([O:21][CH3:22])=[O:20])=[O:4].C(N1C=CN=C1)([N:25]1C=CN=C1)=O. The catalyst is O1CCCC1. The product is [CH3:1][O:2][C:3]([C:5]1[S:9][C:8]2[CH:10]=[C:11]([C:14](=[O:15])[NH2:25])[CH:12]=[CH:13][C:7]=2[C:6]=1[O:17][CH2:18][C:19]([O:21][CH3:22])=[O:20])=[O:4]. The yield is 0.870. (4) The reactants are [Br:1][C:2]1[CH:17]=[CH:16][C:5]2[N:6]=[C:7]([C:9](=[C:12](OC)[CH3:13])[C:10]#[N:11])[S:8][C:4]=2[CH:3]=1.O.[NH2:19][NH2:20]. The catalyst is CO. The product is [Br:1][C:2]1[CH:17]=[CH:16][C:5]2[N:6]=[C:7]([C:9]3[C:12]([CH3:13])=[N:20][NH:19][C:10]=3[NH2:11])[S:8][C:4]=2[CH:3]=1. The yield is 0.0500. (5) The reactants are [C:1]([C:3]1[C:11]2[C:6](=[CH:7][CH:8]=[C:9]([N+:12]([O-:14])=[O:13])[CH:10]=2)[N:5]([C:15]([C:28]2[CH:33]=[CH:32][CH:31]=[CH:30][CH:29]=2)([C:22]2[CH:27]=[CH:26][CH:25]=[CH:24][CH:23]=2)[C:16]2[CH:21]=[CH:20][CH:19]=[CH:18][CH:17]=2)[N:4]=1)#[CH:2].I[C:35]1[CH:36]=[N:37][CH:38]=[CH:39][C:40]=1[OH:41].C(N(CC)CC)C.C(OCC)(=O)C. The catalyst is CN(C=O)C.[Cu]I.Cl[Pd](Cl)([P](C1C=CC=CC=1)(C1C=CC=CC=1)C1C=CC=CC=1)[P](C1C=CC=CC=1)(C1C=CC=CC=1)C1C=CC=CC=1.O. The product is [N+:12]([C:9]1[CH:10]=[C:11]2[C:6](=[CH:7][CH:8]=1)[N:5]([C:15]([C:22]1[CH:23]=[CH:24][CH:25]=[CH:26][CH:27]=1)([C:16]1[CH:21]=[CH:20][CH:19]=[CH:18][CH:17]=1)[C:28]1[CH:33]=[CH:32][CH:31]=[CH:30][CH:29]=1)[N:4]=[C:3]2[C:1]1[O:41][C:40]2[CH:39]=[CH:38][N:37]=[CH:36][C:35]=2[CH:2]=1)([O-:14])=[O:13]. The yield is 0.800. (6) The reactants are [C:1]([O:5][C:6]([NH:8][C@H:9]([C:38]1[CH:43]=[CH:42][CH:41]=[CH:40][CH:39]=1)[CH2:10][N:11]1[C:16](=[O:17])[C:15]([C:18]2[CH:23]=[CH:22][CH:21]=[C:20]([O:24][CH3:25])[C:19]=2[F:26])=[C:14]([CH3:27])[N:13]([CH2:28][C:29]2[C:34](F)=[CH:33][CH:32]=[CH:31][C:30]=2[F:36])[C:12]1=[O:37])=[O:7])([CH3:4])([CH3:3])[CH3:2].[CH3:44][S-:45].[Na+]. The catalyst is CS(C)=O. The product is [C:1]([O:5][C:6]([NH:8][C@H:9]([C:38]1[CH:43]=[CH:42][CH:41]=[CH:40][CH:39]=1)[CH2:10][N:11]1[C:16](=[O:17])[C:15]([C:18]2[CH:23]=[CH:22][CH:21]=[C:20]([O:24][CH3:25])[C:19]=2[F:26])=[C:14]([CH3:27])[N:13]([CH2:28][C:29]2[C:34]([S:45][CH3:44])=[CH:33][CH:32]=[CH:31][C:30]=2[F:36])[C:12]1=[O:37])=[O:7])([CH3:4])([CH3:3])[CH3:2]. The yield is 0.780. (7) The reactants are [CH3:1][N:2]1[CH2:11][CH2:10][C:9]2[C:4](=[CH:5][C:6](B3OC(C)(C)C(C)(C)O3)=[CH:7][CH:8]=2)[C:3]1=[O:21].Br[C:23]1[S:24][CH:25]=[CH:26][CH:27]=1. No catalyst specified. The product is [CH3:1][N:2]1[CH2:11][CH2:10][C:9]2[C:4](=[CH:5][C:6]([C:23]3[S:24][CH:25]=[CH:26][CH:27]=3)=[CH:7][CH:8]=2)[C:3]1=[O:21]. The yield is 0.730.